From a dataset of Forward reaction prediction with 1.9M reactions from USPTO patents (1976-2016). Predict the product of the given reaction. (1) Given the reactants [Br:1][C:2]1[CH:7]=[CH:6][C:5]([S:8]([CH:11]([CH3:13])[CH3:12])(=[O:10])=[O:9])=[CH:4][CH:3]=1.[Li+].CC([N-]C(C)C)C.Br[CH2:23][C:24]([O:26][C:27]([CH3:30])([CH3:29])[CH3:28])=[O:25], predict the reaction product. The product is: [Br:1][C:2]1[CH:7]=[CH:6][C:5]([S:8]([C:11]([CH3:13])([CH3:12])[CH2:23][C:24]([O:26][C:27]([CH3:30])([CH3:29])[CH3:28])=[O:25])(=[O:10])=[O:9])=[CH:4][CH:3]=1. (2) Given the reactants [C:1]([N:8]1[CH2:12][C@@H:11]([O:13][S:14]([CH3:17])(=[O:16])=[O:15])[CH2:10][C@H:9]1[CH2:18][OH:19])([O:3][C:4]([CH3:7])([CH3:6])[CH3:5])=[O:2].N1C=CN=C1.[C:25]([Si:29](Cl)([C:36]1[CH:41]=[CH:40][CH:39]=[CH:38][CH:37]=1)[C:30]1[CH:35]=[CH:34][CH:33]=[CH:32][CH:31]=1)([CH3:28])([CH3:27])[CH3:26], predict the reaction product. The product is: [C:1]([N:8]1[CH2:12][C@@H:11]([O:13][S:14]([CH3:17])(=[O:15])=[O:16])[CH2:10][C@H:9]1[CH2:18][O:19][Si:29]([C:25]([CH3:28])([CH3:27])[CH3:26])([C:36]1[CH:37]=[CH:38][CH:39]=[CH:40][CH:41]=1)[C:30]1[CH:35]=[CH:34][CH:33]=[CH:32][CH:31]=1)([O:3][C:4]([CH3:7])([CH3:6])[CH3:5])=[O:2]. (3) Given the reactants [Cl:1][C:2]1[CH:7]=[CH:6][C:5]([C:8](=[O:14])[CH2:9][C:10]([O:12][CH3:13])=[O:11])=[CH:4][CH:3]=1.[Br:15]Br, predict the reaction product. The product is: [Br:15][CH:9]([C:8]([C:5]1[CH:4]=[CH:3][C:2]([Cl:1])=[CH:7][CH:6]=1)=[O:14])[C:10]([O:12][CH3:13])=[O:11]. (4) Given the reactants [C:1]([C:4]1[CH:9]=[C:8]([O:10][C:11]2[CH:12]=[C:13]3[C:18](=[CH:19][CH:20]=2)[C:17]([C:21](Cl)=[O:22])=[CH:16][CH:15]=[CH:14]3)[CH:7]=[CH:6][N:5]=1)(=[O:3])[NH2:2].[F:24][C:25]([F:35])([F:34])[O:26][C:27]1[CH:28]=[C:29]([CH:31]=[CH:32][CH:33]=1)[NH2:30], predict the reaction product. The product is: [F:24][C:25]([F:34])([F:35])[O:26][C:27]1[CH:28]=[C:29]([NH:30][C:21]([C:17]2[CH:16]=[CH:15][CH:14]=[C:13]3[C:18]=2[CH:19]=[CH:20][C:11]([O:10][C:8]2[CH:7]=[CH:6][N:5]=[C:4]([C:1]([NH2:2])=[O:3])[CH:9]=2)=[CH:12]3)=[O:22])[CH:31]=[CH:32][CH:33]=1. (5) Given the reactants [F:1][C:2]1[CH:3]=[C:4]([C@H:9]([C:25]2[CH:30]=[CH:29][C:28]([F:31])=[CH:27][CH:26]=2)[CH2:10][C:11](N2[C@H](C3C=CC=CC=3)COC2=O)=[O:12])[CH:5]=[C:6]([F:8])[CH:7]=1.OO.[Li+].[OH-].S([O-])([O-])=[O:37].[Na+].[Na+].C([O-])(O)=O.[Na+], predict the reaction product. The product is: [F:8][C:6]1[CH:5]=[C:4]([C@H:9]([C:25]2[CH:30]=[CH:29][C:28]([F:31])=[CH:27][CH:26]=2)[CH2:10][C:11]([OH:12])=[O:37])[CH:3]=[C:2]([F:1])[CH:7]=1. (6) Given the reactants [F:1][C:2]1[CH:26]=[CH:25][C:5]([O:6][C:7]2[CH:12]=[CH:11][C:10]([C:13]3[N:18]=[C:17]([C:19]([O:21][CH3:22])=[O:20])[CH:16]=C(C=C)[CH:14]=3)=[CH:9][CH:8]=2)=[CH:4][CH:3]=1.[CH3:27][CH:28]([OH:30])[CH3:29].[OH2:31], predict the reaction product. The product is: [OH:30][C@@H:28]([C:29]1[CH:14]=[C:13]([C:10]2[CH:11]=[CH:12][C:7]([O:6][C:5]3[CH:25]=[CH:26][C:2]([F:1])=[CH:3][CH:4]=3)=[CH:8][CH:9]=2)[N:18]=[C:17]([C:19]([O:21][CH3:22])=[O:20])[CH:16]=1)[CH2:27][OH:31]. (7) Given the reactants [C-:1]#[N:2].[Na+].[F:4][C:5]([F:16])([F:15])[CH2:6][O:7][CH:8]1[CH2:13][CH2:12][C:11](=[O:14])[CH2:10][CH2:9]1.S(OS([O-])=O)([O-])=O.[Na+].[Na+], predict the reaction product. The product is: [OH:14][C:11]1([C:1]#[N:2])[CH2:10][CH2:9][CH:8]([O:7][CH2:6][C:5]([F:15])([F:16])[F:4])[CH2:13][CH2:12]1. (8) Given the reactants [F:1][C:2]1[CH:7]=[CH:6][C:5]([C:8](=[O:17])/[CH:9]=[CH:10]/[C:11]2[CH:16]=[CH:15][CH:14]=[CH:13][CH:12]=2)=[CH:4][CH:3]=1.[N+:18]([CH3:21])([O-:20])=[O:19].C(NCC)C, predict the reaction product. The product is: [F:1][C:2]1[CH:3]=[CH:4][C:5]([C:8](=[O:17])[CH2:9][CH:10]([C:11]2[CH:12]=[CH:13][CH:14]=[CH:15][CH:16]=2)[CH2:21][N+:18]([O-:20])=[O:19])=[CH:6][CH:7]=1.